This data is from Full USPTO retrosynthesis dataset with 1.9M reactions from patents (1976-2016). The task is: Predict the reactants needed to synthesize the given product. The reactants are: [C:1]([C:4]12[CH2:11][CH2:10][C:7]([NH:12][CH2:13][C:14]([N:16]3[CH2:20][C@@H:19]([F:21])[CH2:18][C@H:17]3[C:22]#[N:23])=[O:15])([CH2:8][CH2:9]1)[CH2:6][CH2:5]2)([OH:3])=O.[NH2:24][C:25]1[CH:35]=[CH:34][C:28]([C:29]([O:31][CH2:32][CH3:33])=[O:30])=[CH:27][CH:26]=1. Given the product [CH2:32]([O:31][C:29]([C:28]1[CH:27]=[CH:26][C:25]([NH:24][C:1]([C:4]23[CH2:9][CH2:8][C:7]([NH:12][CH2:13][C:14]([N:16]4[CH2:20][C@@H:19]([F:21])[CH2:18][C@H:17]4[C:22]#[N:23])=[O:15])([CH2:10][CH2:11]2)[CH2:6][CH2:5]3)=[O:3])=[CH:35][CH:34]=1)=[O:30])[CH3:33], predict the reactants needed to synthesize it.